Task: Predict which catalyst facilitates the given reaction.. Dataset: Catalyst prediction with 721,799 reactions and 888 catalyst types from USPTO The catalyst class is: 8. Product: [OH:1][CH2:2][CH2:3][CH2:4][CH2:5][CH2:6][CH2:7][CH2:8][CH2:9][CH2:10][CH2:11][CH2:12][C:13]([O:15][CH2:16][CH3:17])=[O:14]. Reactant: [OH:1][CH2:2][CH2:3][CH2:4][CH2:5][CH2:6][CH2:7][CH2:8][CH2:9][CH2:10][CH2:11][CH2:12][C:13]([OH:15])=[O:14].[C:16](Cl)(=O)[CH3:17].